From a dataset of Catalyst prediction with 721,799 reactions and 888 catalyst types from USPTO. Predict which catalyst facilitates the given reaction. Reactant: [O:1]1[C:10]2[C:5](=[CH:6][CH:7]=[CH:8][CH:9]=2)[C:4](=[O:11])[CH2:3][CH2:2]1.[BH4-].[Na+]. Product: [O:1]1[C:10]2[C:5](=[CH:6][CH:7]=[CH:8][CH:9]=2)[CH:4]([OH:11])[CH2:3][CH2:2]1. The catalyst class is: 5.